From a dataset of Catalyst prediction with 721,799 reactions and 888 catalyst types from USPTO. Predict which catalyst facilitates the given reaction. (1) Reactant: [CH3:1][O:2][C:3](=[O:13])[C:4]1[CH:9]=[CH:8][C:7]([NH:10][CH3:11])=[C:6]([NH2:12])[CH:5]=1.[NH2:14][C:15]1[S:16][C:17]2[CH:23]=[C:22]([O:24][C:25]([F:28])([F:27])[F:26])[CH:21]=[CH:20][C:18]=2[N:19]=1.[C:29](N1C=CN=C1)(N1C=CN=C1)=S. Product: [CH3:1][O:2][C:3]([C:4]1[CH:9]=[CH:8][C:7]2[N:10]([CH3:29])[C:11]([NH:14][C:15]3[S:16][C:17]4[CH:23]=[C:22]([O:24][C:25]([F:28])([F:26])[F:27])[CH:21]=[CH:20][C:18]=4[N:19]=3)=[N:12][C:6]=2[CH:5]=1)=[O:13]. The catalyst class is: 344. (2) Reactant: CC(OC(/N=N/C(OC(C)C)=O)=O)C.[NH2:15][C:16]1[C:25]([N+:26]([O-:28])=[O:27])=[C:24]2[C:19]([C:20]([CH3:32])([CH3:31])[C:21](=[O:30])[NH:22][C:23]2=[O:29])=[CH:18][CH:17]=1.[C:33]([O:37][C:38](=[O:56])[N:39]([CH2:52][CH2:53][CH2:54]O)[CH2:40][CH2:41][C:42]1[CH:47]=[CH:46][C:45]([O:48][CH3:49])=[C:44]([O:50][CH3:51])[CH:43]=1)([CH3:36])([CH3:35])[CH3:34].C1C=CC(P(C2C=CC=CC=2)C2C=CC=CC=2)=CC=1. Product: [C:33]([O:37][C:38](=[O:56])[N:39]([CH2:52][CH2:53][CH2:54][N:22]1[C:21](=[O:30])[C:20]([CH3:32])([CH3:31])[C:19]2[C:24](=[C:25]([N+:26]([O-:28])=[O:27])[C:16]([NH2:15])=[CH:17][CH:18]=2)[C:23]1=[O:29])[CH2:40][CH2:41][C:42]1[CH:47]=[CH:46][C:45]([O:48][CH3:49])=[C:44]([O:50][CH3:51])[CH:43]=1)([CH3:35])([CH3:34])[CH3:36]. The catalyst class is: 1. (3) Reactant: F[P-](F)(F)(F)(F)F.N1(OC(N(C)C)=[N+](C)C)[C:12]2[N:13]=[CH:14][CH:15]=[CH:16][C:11]=2N=N1.[CH3:25][N:26]([CH:28]=[O:29])[CH3:27].[CH3:30][S:31]([C:34]1[CH:39]=[CH:38][C:37]([N:40]2[C:44]3=[N:45][CH:46]=[N:47][C:48]([O:49][CH:50]4[CH2:55]CNC[CH2:51]4)=[C:43]3[CH:42]=[N:41]2)=[CH:36][CH:35]=1)(=[O:33])=[O:32]. Product: [C:43]([C:12]1[N:13]=[CH:14][C:15]([C:28]([N:26]2[CH2:27][CH2:55][CH:50]([O:49][C:48]3[N:47]=[CH:46][N:45]=[C:44]4[N:40]([C:37]5[CH:36]=[CH:35][C:34]([S:31]([CH3:30])(=[O:32])=[O:33])=[CH:39][CH:38]=5)[N:41]=[CH:42][C:43]=34)[CH2:51][CH2:25]2)=[O:29])=[CH:16][CH:11]=1)([CH3:44])([CH3:48])[CH3:42]. The catalyst class is: 66.